From a dataset of Forward reaction prediction with 1.9M reactions from USPTO patents (1976-2016). Predict the product of the given reaction. (1) Given the reactants [Si]([O:8][C:9]1[C:14]([Cl:15])=[CH:13][C:12]([CH:16]([O:18][Si:19]([C:22]([CH3:25])([CH3:24])[CH3:23])([CH3:21])[CH3:20])[CH3:17])=[CH:11][C:10]=1[Cl:26])(C(C)(C)C)(C)C.C([O-])([O-])=O.[Cs+].[Cs+].CCOCC, predict the reaction product. The product is: [Si:19]([O:18][CH:16]([C:12]1[CH:13]=[C:14]([Cl:15])[C:9]([OH:8])=[C:10]([Cl:26])[CH:11]=1)[CH3:17])([C:22]([CH3:25])([CH3:23])[CH3:24])([CH3:21])[CH3:20]. (2) The product is: [Br:1][C:2]1[C:3]([Cl:10])=[C:4]([CH:8]([OH:9])[CH3:11])[CH:5]=[N:6][CH:7]=1. Given the reactants [Br:1][C:2]1[C:3]([Cl:10])=[C:4]([CH:8]=[O:9])[CH:5]=[N:6][CH:7]=1.[CH3:11][Mg]Br.CCOCC, predict the reaction product. (3) Given the reactants Br[C:2]1[C:21]([O:22][CH:23]([CH3:25])[CH3:24])=[CH:20][C:5]2[C:6]([C:16]([NH:18][CH3:19])=[O:17])=[C:7]([C:9]3[CH:14]=[CH:13][C:12]([F:15])=[CH:11][CH:10]=3)[O:8][C:4]=2[CH:3]=1.CC(C)([O-])C.[Na+].[F:32][C:33]([F:37])([F:36])[CH2:34][OH:35], predict the reaction product. The product is: [F:15][C:12]1[CH:13]=[CH:14][C:9]([C:7]2[O:8][C:4]3[CH:3]=[C:2]([O:35][CH2:34][C:33]([F:37])([F:36])[F:32])[C:21]([O:22][CH:23]([CH3:25])[CH3:24])=[CH:20][C:5]=3[C:6]=2[C:16]([NH:18][CH3:19])=[O:17])=[CH:10][CH:11]=1. (4) Given the reactants [F:1][C:2]([F:12])([C:5]1[CH:10]=[CH:9][C:8]([CH3:11])=[CH:7][CH:6]=1)[C:3]#[N:4].Cl.[NH2:14][OH:15].C(=O)([O-])[O-].[Na+].[Na+], predict the reaction product. The product is: [F:1][C:2]([F:12])([C:5]1[CH:10]=[CH:9][C:8]([CH3:11])=[CH:7][CH:6]=1)/[C:3](=[N:14]/[OH:15])/[NH2:4]. (5) The product is: [N:28]1[CH:33]=[CH:32][CH:31]=[C:30]([C:2]2[CH:27]=[CH:26][C:5]([CH2:6][C:7]34[C:15](=[O:16])[N:14]([C:17]5[CH:18]=[C:19]([Cl:24])[CH:20]=[C:21]([Cl:23])[CH:22]=5)[C:13](=[O:25])[N:12]3[CH2:11][CH2:10][CH2:9][CH2:8]4)=[CH:4][CH:3]=2)[CH:29]=1. Given the reactants Br[C:2]1[CH:27]=[CH:26][C:5]([CH2:6][C:7]23[C:15](=[O:16])[N:14]([C:17]4[CH:22]=[C:21]([Cl:23])[CH:20]=[C:19]([Cl:24])[CH:18]=4)[C:13](=[O:25])[N:12]2[CH2:11][CH2:10][CH2:9][CH2:8]3)=[CH:4][CH:3]=1.[N:28]1[CH:33]=[CH:32][CH:31]=[C:30](B(O)O)[CH:29]=1.[F-].[Cs+], predict the reaction product. (6) Given the reactants [Br:1][C:2]1[CH:3]=[C:4]([C:8]2(O)[CH2:12][CH2:11][CH2:10][CH2:9]2)[CH:5]=[N:6][CH:7]=1.Cl.O.C(=O)(O)[O-].[Na+], predict the reaction product. The product is: [Br:1][C:2]1[CH:7]=[N:6][CH:5]=[C:4]([C:8]2[CH2:12][CH2:11][CH2:10][CH:9]=2)[CH:3]=1. (7) The product is: [Br:1][C:2]1[CH:7]=[C:6]([F:8])[C:5]([F:9])=[CH:4][C:3]=1[CH2:10][NH:22][C:18]([CH3:21])([CH3:20])[CH3:19]. Given the reactants [Br:1][C:2]1[CH:7]=[C:6]([F:8])[C:5]([F:9])=[CH:4][C:3]=1[CH2:10]Cl.C(=O)([O-])[O-].[Cs+].[Cs+].[C:18]([NH2:22])([CH3:21])([CH3:20])[CH3:19], predict the reaction product. (8) The product is: [CH3:13][C:14]1[N:18]([CH2:19][CH2:20][CH2:21][N:22]2[C:9](=[O:11])[C:5]3[S:6][CH:7]=[CH:8][C:4]=3[NH:1][C:2]2=[S:3])[CH:17]=[N:16][CH:15]=1. Given the reactants [N:1]([C:4]1[CH:8]=[CH:7][S:6][C:5]=1[C:9]([O:11]C)=O)=[C:2]=[S:3].[CH3:13][C:14]1[N:18]([CH2:19][CH2:20][CH2:21][NH2:22])[CH:17]=[N:16][CH:15]=1, predict the reaction product. (9) Given the reactants [Br:1][C:2]1[CH:3]=[C:4]([CH:7]=[C:8]([N+:10]([O-:12])=[O:11])[CH:9]=1)[CH:5]=[O:6].[BH4-].[Na+].O, predict the reaction product. The product is: [Br:1][C:2]1[CH:3]=[C:4]([CH:7]=[C:8]([N+:10]([O-:12])=[O:11])[CH:9]=1)[CH2:5][OH:6].